This data is from Reaction yield outcomes from USPTO patents with 853,638 reactions. The task is: Predict the reaction yield, written as a fraction of the theoretical maximum amount of product (1.0 means a 100% yield; for example, 0.34 means a 34% yield). The reactants are [I:1][CH2:2][CH2:3][OH:4].N1C=CN=C1.[CH3:10][C:11]([Si:14](Cl)([CH3:16])[CH3:15])([CH3:13])[CH3:12]. The catalyst is ClCCl. The yield is 0.980. The product is [I:1][CH2:2][CH2:3][O:4][Si:14]([C:11]([CH3:13])([CH3:12])[CH3:10])([CH3:16])[CH3:15].